From a dataset of Forward reaction prediction with 1.9M reactions from USPTO patents (1976-2016). Predict the product of the given reaction. (1) The product is: [ClH:11].[S:8]1[C:4]2[CH:3]=[C:2]([NH:1][C:12](=[O:13])[O:14][C:15]3[CH:16]=[CH:17][C:18]([N+:21]([O-:23])=[O:22])=[CH:19][CH:20]=3)[CH:10]=[CH:9][C:5]=2[N:6]=[CH:7]1. Given the reactants [NH2:1][C:2]1[CH:10]=[CH:9][C:5]2[N:6]=[CH:7][S:8][C:4]=2[CH:3]=1.[Cl:11][C:12]([O:14][C:15]1[CH:20]=[CH:19][C:18]([N+:21]([O-:23])=[O:22])=[CH:17][CH:16]=1)=[O:13], predict the reaction product. (2) Given the reactants [CH3:1][C:2]1[CH:7]=[C:6]([CH3:8])[CH:5]=[C:4]([CH3:9])[C:3]=1[S:10](Cl)(=[O:12])=[O:11].[OH-:14].[Na+].[CH3:16]O, predict the reaction product. The product is: [CH3:1][C:2]1[CH:7]=[C:6]([CH3:8])[CH:5]=[C:4]([CH3:9])[C:3]=1[S:10]([O:12][CH3:16])(=[O:14])=[O:11]. (3) Given the reactants [CH3:1][O:2][C:3]1[CH:8]=[CH:7][CH:6]=[CH:5][C:4]=1[CH2:9][CH2:10][O:11][CH2:12][CH2:13][OH:14].N1C=CC=C[CH:16]=1.[C:21]1(C)[CH:26]=[CH:25][C:24]([S:27](Cl)(=[O:29])=[O:28])=[CH:23][CH:22]=1, predict the reaction product. The product is: [C:23]1([CH3:16])[C:24]([S:27]([O:14][CH2:13][CH2:12][O:11][CH2:10][CH2:9][C:4]2[CH:5]=[CH:6][CH:7]=[CH:8][C:3]=2[O:2][CH3:1])(=[O:28])=[O:29])=[CH:25][CH:26]=[CH:21][CH:22]=1. (4) Given the reactants Cl[C:2]1[N:7]=[C:6]([Cl:8])[N:5]=[C:4]([Cl:9])[N:3]=1.[NH2:10][CH2:11][CH2:12][N:13]1[CH2:18][CH2:17][CH2:16][CH2:15][CH2:14]1, predict the reaction product. The product is: [Cl:9][C:4]1[N:5]=[C:6]([Cl:8])[N:7]=[C:2]([NH:10][CH2:11][CH2:12][N:13]2[CH2:18][CH2:17][CH2:16][CH2:15][CH2:14]2)[N:3]=1. (5) Given the reactants [NH2:1][CH:2]1[CH2:6][CH2:5][N:4]([C:7]([O:9][C:10]([CH3:13])([CH3:12])[CH3:11])=[O:8])[CH2:3]1.C([O-])(O)=O.[Na+].[CH2:19]([O:26][C:27](ON1C(=O)CCC1=O)=[O:28])[C:20]1[CH:25]=[CH:24][CH:23]=[CH:22][CH:21]=1, predict the reaction product. The product is: [C:10]([O:9][C:7]([N:4]1[CH2:5][CH2:6][CH:2]([NH:1][C:27]([O:26][CH2:19][C:20]2[CH:25]=[CH:24][CH:23]=[CH:22][CH:21]=2)=[O:28])[CH2:3]1)=[O:8])([CH3:13])([CH3:12])[CH3:11]. (6) Given the reactants [CH:1]1[C:6]([NH2:7])=[CH:5][C:4]([NH2:8])=[C:3]([OH:9])[CH:2]=1.Cl.Cl.[CH:12]1[C:21]2[C:16](=[CH:17][CH:18]=[CH:19][CH:20]=2)[CH:15]=[CH:14][C:13]=1[C:22](O)=O.[OH-].[Na+], predict the reaction product. The product is: [CH:12]1[C:21]2[C:16](=[CH:17][CH:18]=[CH:19][CH:20]=2)[CH:15]=[CH:14][C:13]=1[C:22]1[O:9][C:3]2[CH:2]=[CH:1][C:6]([NH2:7])=[CH:5][C:4]=2[N:8]=1.